Dataset: hERG Central: cardiac toxicity at 1µM, 10µM, and general inhibition. Task: Predict hERG channel inhibition at various concentrations. (1) The drug is O=C(c1ccco1)N1CCN(CC(O)COc2ccc3oc4ccccc4c3c2)CC1. Results: hERG_inhib (hERG inhibition (general)): blocker. (2) Results: hERG_inhib (hERG inhibition (general)): blocker. The drug is NC(=O)CSc1nc2c(sc3ccccc32)c(=O)n1CCCN1CCOCC1. (3) The drug is CN(CCc1ccccc1)Cc1c[nH]c2ccccc12.O=C(O)C(=O)O. Results: hERG_inhib (hERG inhibition (general)): blocker. (4) The compound is CCc1cc(=O)oc2cc(C)cc(OC(C)C(=O)NCc3ccncc3)c12. Results: hERG_inhib (hERG inhibition (general)): blocker. (5) The compound is COc1ccc(S(=O)(=O)N2CCCC(C(=O)N3CCN(c4ccccc4)CC3)C2)cc1Cl. Results: hERG_inhib (hERG inhibition (general)): blocker.